Dataset: Catalyst prediction with 721,799 reactions and 888 catalyst types from USPTO. Task: Predict which catalyst facilitates the given reaction. (1) Reactant: [CH3:1][O:2][C:3](=[O:15])[C:4]1[CH:9]=[CH:8][C:7]([NH:10][CH3:11])=[C:6]([N+:12]([O-])=O)[CH:5]=1.C([O-])=O.[NH4+]. Product: [CH3:11][NH:10][C:7]1[CH:8]=[CH:9][C:4]([C:3]([O:2][CH3:1])=[O:15])=[CH:5][C:6]=1[NH2:12]. The catalyst class is: 563. (2) Reactant: [NH3:1].CS([C:6]1[N:11]=[C:10]([C:12]2[CH:13]=[C:14]3[CH:30]=[N:29][NH:28][C:15]3=[N:16][C:17]=2[C:18]2[CH:23]=[CH:22][CH:21]=[C:20]([C:24]([F:27])([F:26])[F:25])[CH:19]=2)[CH:9]=[CH:8][N:7]=1)(=O)=O. Product: [NH2:1][C:6]1[N:11]=[C:10]([C:12]2[CH:13]=[C:14]3[CH:30]=[N:29][NH:28][C:15]3=[N:16][C:17]=2[C:18]2[CH:23]=[CH:22][CH:21]=[C:20]([C:24]([F:27])([F:26])[F:25])[CH:19]=2)[CH:9]=[CH:8][N:7]=1. The catalyst class is: 1. (3) Reactant: [OH-:1].[Na+:2].CC([OH:6])C.[CH:7]1[N:11]=[CH:10][N:9]([CH2:12][C:13]([P:19]([OH:22])([OH:21])=[O:20])([P:15]([OH:18])([OH:17])=[O:16])[OH:14])[CH:8]=1. Product: [CH:7]1[N:11]=[CH:10][N:9]([CH2:12][C:13]([P:15]([O-:18])([OH:17])=[O:16])([P:19]([O-:21])([OH:22])=[O:20])[OH:14])[CH:8]=1.[OH2:6].[OH2:1].[OH2:6].[OH2:6].[Na+:2].[Na+:2]. The catalyst class is: 6.